The task is: Predict which catalyst facilitates the given reaction.. This data is from Catalyst prediction with 721,799 reactions and 888 catalyst types from USPTO. (1) Reactant: [N:1]1([CH:7]2[CH2:12][CH2:11][N:10]([C:13]3[C:14]([N+:20]([O-])=O)=[C:15]([CH:17]=[CH:18][CH:19]=3)[NH2:16])[CH2:9][CH2:8]2)[CH2:6][CH2:5][CH2:4][CH2:3][CH2:2]1. Product: [N:1]1([CH:7]2[CH2:12][CH2:11][N:10]([C:13]3[CH:19]=[CH:18][CH:17]=[C:15]([NH2:16])[C:14]=3[NH2:20])[CH2:9][CH2:8]2)[CH2:6][CH2:5][CH2:4][CH2:3][CH2:2]1. The catalyst class is: 29. (2) Reactant: [Si]([O:8][CH2:9][C:10]1([C:15]#[C:16][C:17]2[N:22]=[C:21]([C@@H:23]([NH:33][C:34](=[O:51])[CH2:35][N:36]3[C:40]4[C:41]([F:46])([F:45])[C@@H:42]5[CH2:44][C@@H:43]5[C:39]=4[C:38]([C:47]([F:50])([F:49])[F:48])=[N:37]3)[CH2:24][C:25]3[CH:30]=[C:29]([F:31])[CH:28]=[C:27]([F:32])[CH:26]=3)[C:20]([C:52]3[CH:53]=[CH:54][C:55]([Cl:67])=[C:56]4[C:60]=3[N:59]([CH3:61])[N:58]=[C:57]4[NH:62][S:63]([CH3:66])(=[O:65])=[O:64])=[CH:19][CH:18]=2)[CH2:14][CH2:13][CH2:12][CH2:11]1)(C(C)(C)C)(C)C.CCCC[N+](CCCC)(CCCC)CCCC.[F-]. Product: [Cl:67][C:55]1[CH:54]=[CH:53][C:52]([C:20]2[C:21]([C@@H:23]([NH:33][C:34](=[O:51])[CH2:35][N:36]3[C:40]4[C:41]([F:45])([F:46])[C@@H:42]5[CH2:44][C@@H:43]5[C:39]=4[C:38]([C:47]([F:48])([F:49])[F:50])=[N:37]3)[CH2:24][C:25]3[CH:30]=[C:29]([F:31])[CH:28]=[C:27]([F:32])[CH:26]=3)=[N:22][C:17]([C:16]#[C:15][C:10]3([CH2:9][OH:8])[CH2:14][CH2:13][CH2:12][CH2:11]3)=[CH:18][CH:19]=2)=[C:60]2[C:56]=1[C:57]([NH:62][S:63]([CH3:66])(=[O:64])=[O:65])=[N:58][N:59]2[CH3:61]. The catalyst class is: 1. (3) Reactant: [O:1]1[CH2:3][C:2]21[CH2:8][CH2:7][CH2:6][N:5]1[CH:9]=[N:10][CH:11]=[C:4]21.[N-:12]=[N+:13]=[N-:14].[Na+].O. Product: [N:12]([CH2:3][C:2]1([OH:1])[CH2:8][CH2:7][CH2:6][N:5]2[CH:9]=[N:10][CH:11]=[C:4]12)=[N+:13]=[N-:14]. The catalyst class is: 9.